This data is from Forward reaction prediction with 1.9M reactions from USPTO patents (1976-2016). The task is: Predict the product of the given reaction. (1) Given the reactants B(F)(F)F.CCOCC.[CH2:10]([C:14]1[CH:15]=[CH:16][C:17]2[CH2:23][CH2:22][CH2:21][O:20][CH2:19][C:18]=2[CH:24]=1)[CH:11]([CH3:13])[CH3:12], predict the reaction product. The product is: [CH2:10]([C:14]1[CH:15]=[CH:16][C:17]([CH2:23][CH2:22][CH2:21][OH:20])=[C:18]([CH3:19])[CH:24]=1)[CH:11]([CH3:13])[CH3:12]. (2) Given the reactants C(O[C:5](=[O:7])[CH3:6])(=O)C.[NH2:8][C:9]1[S:10][CH:11]=[C:12]([CH3:14])[N:13]=1, predict the reaction product. The product is: [CH3:14][C:12]1[N:13]=[C:9]([NH:8][C:5](=[O:7])[CH3:6])[S:10][CH:11]=1. (3) The product is: [F:18][C:19]([F:30])([F:29])[C:20]([C:2]1[CH:3]=[C:4]2[C:8](=[CH:9][CH:10]=1)[NH:7][CH:6]=[CH:5]2)=[O:21]. Given the reactants Br[C:2]1[CH:3]=[C:4]2[C:8](=[CH:9][CH:10]=1)[NH:7][CH:6]=[CH:5]2.[H-].[K+].C([Li])(C)(C)C.[F:18][C:19]([F:30])([F:29])[C:20](O[C:20](=[O:21])[C:19]([F:30])([F:29])[F:18])=[O:21].[Cl-].[NH4+], predict the reaction product.